From a dataset of Reaction yield outcomes from USPTO patents with 853,638 reactions. Predict the reaction yield, written as a fraction of the theoretical maximum amount of product (1.0 means a 100% yield; for example, 0.34 means a 34% yield). (1) The reactants are C([O:8][C:9]1[CH:10]=[CH:11][CH:12]=[C:13]2[C:18]=1[N:17]=[C:16](/[CH:19]=[CH:20]/[C:21]([OH:23])=[O:22])[CH:15]=[CH:14]2)C1C=CC=CC=1.S(Cl)(Cl)=O.[CH3:28]O. The catalyst is [Pd]. The product is [OH:8][C:9]1[CH:10]=[CH:11][CH:12]=[C:13]2[C:18]=1[N:17]=[C:16]([CH2:19][CH2:20][C:21]([O:23][CH3:28])=[O:22])[CH:15]=[CH:14]2. The yield is 0.700. (2) The reactants are [CH2:1]([Mg]Br)[CH3:2].[Cl-].[CH:6]([C:9]1C=CC=C(C(C)C)[C:10]=1[NH+]1CCN(C2C(C(C)C)=CC=CC=2C(C)C)C1)(C)[CH3:7].[C:35]1(P(C2C=CC=CC=2)C2C=CC=CC=2)[CH:40]=CC=[CH:37][CH:36]=1.Cl[C:55]1[CH:60]=[CH:59][CH:58]=[CH:57][C:56]=1[O:61][CH3:62].C1([Mg]Br)C2C(=CC=CC=2)C=CC=1.C(C(C(C([O-])=O)O)O)([O-])=O.[K+].[Na+].ClC1C=CC=C(C(OO)=O)C=1. The catalyst is C1COCC1. The product is [CH3:62][O:61][C:56]1[CH:57]=[CH:58][CH:59]=[CH:60][C:55]=1[C:7]1[C:1]2[C:2](=[CH:40][CH:35]=[CH:36][CH:37]=2)[CH:10]=[CH:9][CH:6]=1. The yield is 0.920. (3) The reactants are Cl.[N:2]1[CH:7]=[CH:6][CH:5]=[CH:4][C:3]=1[S:8][S:9][CH2:10][CH2:11][C:12]([NH:14][NH2:15])=[O:13].[OH:16][C:17]1[C:34]2[CH2:33][C@@:32]([OH:39])([C:35](=O)[CH2:36][OH:37])[CH2:31][C@H:30]([O:40][C@@H:41]3[O:55][C@@H:54]([CH3:56])[C@H:44]4[O:45][C@H:46]5[N:51]([C@H:43]4[CH2:42]3)[CH2:50][CH2:49][O:48][C@@H:47]5[O:52][CH3:53])[C:29]=2[C:28]([OH:57])=[C:27]2[C:18]=1[C:19](=[O:61])[C:20]1[CH:21]=[CH:22][CH:23]=[C:24]([O:59][CH3:60])[C:25]=1[C:26]2=[O:58]. The catalyst is CO. The product is [OH:37][CH2:36]/[C:35](=[N:15]\[NH:14][C:12](=[O:13])[CH2:11][CH2:10][S:9][S:8][C:3]1[CH:4]=[CH:5][CH:6]=[CH:7][N:2]=1)/[C@@:32]1([OH:39])[CH2:31][C@H:30]([O:40][C@@H:41]2[O:55][C@@H:54]([CH3:56])[C@H:44]3[O:45][C@H:46]4[N:51]([C@H:43]3[CH2:42]2)[CH2:50][CH2:49][O:48][C@@H:47]4[O:52][CH3:53])[C:29]2[C:34](=[C:17]([OH:16])[C:18]3[C:19](=[O:61])[C:20]4[C:25]([C:26](=[O:58])[C:27]=3[C:28]=2[OH:57])=[C:24]([O:59][CH3:60])[CH:23]=[CH:22][CH:21]=4)[CH2:33]1. The yield is 0.270. (4) The reactants are [CH3:1][C:2]1[CH:7]=[CH:6][CH:5]=[C:4]([CH3:8])[C:3]=1[CH2:9][C:10](O)=O.[C:13]1([NH:19][C:20](=[S:23])[NH:21][NH2:22])[CH:18]=[CH:17][CH:16]=[CH:15][CH:14]=1. No catalyst specified. The product is [CH3:1][C:2]1[CH:7]=[CH:6][CH:5]=[C:4]([CH3:8])[C:3]=1[CH2:9][C:10]1[N:19]([C:13]2[CH:14]=[CH:15][CH:16]=[CH:17][CH:18]=2)[C:20](=[S:23])[NH:21][N:22]=1. The yield is 0.380. (5) The reactants are [Cl:1][C:2]1[CH:3]=[C:4]([NH:17][C:18]2[C:27]3[C:22](=[CH:23][CH:24]=[C:25](I)[CH:26]=3)[N:21]=[CH:20][N:19]=2)[CH:5]=[CH:6][C:7]=1[O:8][CH2:9][C:10]1[CH:15]=[CH:14][CH:13]=[C:12]([F:16])[CH:11]=1.[CH3:29][O:30][CH2:31][CH2:32][O:33]C.[CH2:35](N(CC)CC)[CH3:36]. The catalyst is [Pd].CO. The product is [Cl:1][C:2]1[CH:3]=[C:4]([NH:17][C:18]2[C:27]3[C:22](=[CH:23][CH:24]=[C:25]([C:29]4[O:30][C:31]([CH:32]=[O:33])=[CH:35][CH:36]=4)[CH:26]=3)[N:21]=[CH:20][N:19]=2)[CH:5]=[CH:6][C:7]=1[O:8][CH2:9][C:10]1[CH:15]=[CH:14][CH:13]=[C:12]([F:16])[CH:11]=1. The yield is 0.955. (6) The reactants are [N+:1]([C:4]1[CH:5]=[C:6]2[C:11](=[CH:12][CH:13]=1)[N:10]=[CH:9][CH:8]=[C:7]2[N:14]([CH2:28][CH2:29][N:30]([CH3:32])[CH3:31])[C:15](=[O:27])[C:16]1[C:21](OC)=[C:20]([O:24][CH3:25])[CH:19]=[CH:18][C:17]=1I)([O-:3])=[O:2].C(Cl)(=O)[C:34](Cl)=[O:35].COC1C=C(C(I)=CC=1OC)C(O)=O.[N+](C1C=C2C(=CC=1)N=CC=C2NCCN(C)C)([O-])=O.C(N(CC)CC)C. The catalyst is C(Cl)Cl. The product is [CH3:25][O:24][C:20]1[C:19]([O:35][CH3:34])=[CH:18][C:17]2[C:8]3[C:7](=[C:6]4[CH:5]=[C:4]([N+:1]([O-:3])=[O:2])[CH:13]=[CH:12][C:11]4=[N:10][CH:9]=3)[N:14]([CH2:28][CH2:29][N:30]([CH3:32])[CH3:31])[C:15](=[O:27])[C:16]=2[CH:21]=1. The yield is 0.780. (7) The reactants are [CH3:1][N:2]([CH3:9])[CH2:3][C:4]#[C:5][C:6]([OH:8])=[O:7].C(=O)([O-])[O-].[Ca+2]. The catalyst is C(OCC)(=O)C.CO. The product is [CH3:1][N:2]([CH3:9])[CH2:3]/[CH:4]=[CH:5]\[C:6]([OH:8])=[O:7]. The yield is 0.390. (8) The reactants are C([O:3][C:4](=O)[CH2:5][N:6]([CH:20]([CH3:22])[CH3:21])[C:7]1[C:16]([N+:17]([O-])=O)=[CH:15][C:10]([C:11]([O:13][CH3:14])=[O:12])=[CH:9][N:8]=1)C.P(OC1C=CC=CC=1)(OC1C=CC=CC=1)OC1C=CC=CC=1.[H][H]. The catalyst is ClCCl.[NH4+].[O-][V](=O)=O.[Pt]. The product is [CH:20]([N:6]1[CH2:5][C:4](=[O:3])[NH:17][C:16]2[CH:15]=[C:10]([C:11]([O:13][CH3:14])=[O:12])[CH:9]=[N:8][C:7]1=2)([CH3:22])[CH3:21]. The yield is 0.930. (9) The product is [ClH:15].[N+:1]([C:4]1[CH:5]=[C:6]([NH:7][NH2:11])[CH:8]=[CH:9][CH:10]=1)([O-:3])=[O:2]. The catalyst is O.Cl. The yield is 0.730. The reactants are [N+:1]([C:4]1[CH:5]=[C:6]([CH:8]=[CH:9][CH:10]=1)[NH2:7])([O-:3])=[O:2].[N:11]([O-])=O.[Na+].[Cl:15][Sn]Cl.O. (10) The reactants are C[O-].[Na+].[C:4]([CH2:6][C:7]([O:9][CH3:10])=[O:8])#[N:5].Cl[C:12]1[CH:17]=[C:16]([Cl:18])[CH:15]=[CH:14][C:13]=1[N+:19]([O-:21])=[O:20].Cl. The catalyst is O.C(OC(=O)C)C.CS(C)=O. The product is [Cl:18][C:16]1[CH:15]=[CH:14][C:13]([N+:19]([O-:21])=[O:20])=[C:12]([CH:6]([C:4]#[N:5])[C:7]([O:9][CH3:10])=[O:8])[CH:17]=1. The yield is 0.920.